Dataset: Catalyst prediction with 721,799 reactions and 888 catalyst types from USPTO. Task: Predict which catalyst facilitates the given reaction. (1) Reactant: C(OC([NH:8][C:9]1[C:14]([NH:15]C(OC(C)(C)C)=O)=[CH:13][C:12]([S:23][S:24]([C:27]2[CH:32]=[CH:31][C:30]([CH3:33])=[CH:29][CH:28]=2)(=[O:26])=[O:25])=[C:11]([C:34]([CH3:37])([CH3:36])[CH3:35])[CH:10]=1)=O)(C)(C)C.Cl. Product: [NH2:8][C:9]1[C:14]([NH2:15])=[CH:13][C:12]([S:23][S:24]([C:27]2[CH:32]=[CH:31][C:30]([CH3:33])=[CH:29][CH:28]=2)(=[O:26])=[O:25])=[C:11]([C:34]([CH3:37])([CH3:36])[CH3:35])[CH:10]=1. The catalyst class is: 2. (2) Reactant: [C:1]1([CH3:19])[CH:6]=[CH:5][C:4]([C:7]2[O:8][C:9]3[CH:15]=[CH:14][C:13]([C:16]([OH:18])=O)=[CH:12][C:10]=3[N:11]=2)=[CH:3][CH:2]=1.CN(C(O[N:28]1N=N[C:30]2[CH:31]=[CH:32]C=N[C:29]1=2)=[N+](C)C)C.F[P-](F)(F)(F)(F)F.C(N(C(C)C)CC)(C)C.C(N)CCC. Product: [CH2:29]([NH:28][C:16]([C:13]1[CH:14]=[CH:15][C:9]2[O:8][C:7]([C:4]3[CH:3]=[CH:2][C:1]([CH3:19])=[CH:6][CH:5]=3)=[N:11][C:10]=2[CH:12]=1)=[O:18])[CH2:30][CH2:31][CH3:32]. The catalyst class is: 42. (3) Reactant: [NH2:1][C:2]1[C:3]2[CH:14]=[CH:13][CH:12]=[CH:11][C:4]=2[S:5][C:6]=1[C:7]([O:9][CH3:10])=[O:8].[C:15]([C:19]1[CH:24]=[CH:23][C:22]([S:25](Cl)(=[O:27])=[O:26])=[CH:21][CH:20]=1)([CH3:18])([CH3:17])[CH3:16]. Product: [C:15]([C:19]1[CH:24]=[CH:23][C:22]([S:25]([NH:1][C:2]2[C:3]3[CH:14]=[CH:13][CH:12]=[CH:11][C:4]=3[S:5][C:6]=2[C:7]([O:9][CH3:10])=[O:8])(=[O:27])=[O:26])=[CH:21][CH:20]=1)([CH3:18])([CH3:16])[CH3:17]. The catalyst class is: 17.